From a dataset of Full USPTO retrosynthesis dataset with 1.9M reactions from patents (1976-2016). Predict the reactants needed to synthesize the given product. (1) Given the product [CH2:21]([C:18]1[O:17][C:16]([CH2:15][CH2:14][NH2:13])=[N:20][CH:19]=1)[CH3:22], predict the reactants needed to synthesize it. The reactants are: C([O-])=O.C(OC(=O)[NH:13][CH2:14][CH2:15][C:16]1[O:17][C:18]([CH2:21][CH3:22])=[CH:19][N:20]=1)C1C=CC=CC=1. (2) Given the product [F:12][C:13]([F:25])([F:26])[C:14]1[CH:20]=[CH:19][C:18]([C:21]([F:23])([F:24])[F:22])=[CH:17][C:15]=1[NH:16][C:7](=[O:9])[C:6]1[CH:10]=[C:2]([Cl:1])[CH:3]=[CH:4][C:5]=1[OH:11], predict the reactants needed to synthesize it. The reactants are: [Cl:1][C:2]1[CH:10]=[C:6]([C:7]([OH:9])=O)[C:5]([OH:11])=[CH:4][CH:3]=1.[F:12][C:13]([F:26])([F:25])[C:14]1[CH:20]=[CH:19][C:18]([C:21]([F:24])([F:23])[F:22])=[CH:17][C:15]=1[NH2:16]. (3) Given the product [OH:19][C:17]1[C:3]2[CH2:4][N:5]([C:10]([O:12][C:13]([CH3:14])([CH3:15])[CH3:16])=[O:11])[CH2:6][CH2:7][C:8]=2[N:24]=[C:23]([O:22][CH3:21])[N:25]=1, predict the reactants needed to synthesize it. The reactants are: C([C:3]1([C:17]([O-:19])=O)[C:8](=O)[CH2:7][CH2:6][N:5]([C:10]([O:12][C:13]([CH3:16])([CH3:15])[CH3:14])=[O:11])[CH2:4]1)C.Cl.[CH3:21][O:22][C:23](=[NH:25])[NH2:24].C(=O)([O-])[O-].[K+].[K+].Cl. (4) Given the product [NH2:30][CH2:31][CH2:32][NH:33][C:34]1[CH:39]=[CH:38][C:37]([N+:40]([O-:42])=[O:41])=[CH:36][N:35]=1, predict the reactants needed to synthesize it. The reactants are: NCCNC1N=CC=CC=1.ClC1C=C(Cl)C=CC=1C1C(C2NC=CN=2)=CN=C([NH:30][CH2:31][CH2:32][NH:33][C:34]2[CH:39]=[CH:38][C:37]([N+:40]([O-:42])=[O:41])=[CH:36][N:35]=2)N=1.